Dataset: Reaction yield outcomes from USPTO patents with 853,638 reactions. Task: Predict the reaction yield, written as a fraction of the theoretical maximum amount of product (1.0 means a 100% yield; for example, 0.34 means a 34% yield). The reactants are C(N(CC)CC)C.[CH:8]1([C:14](Cl)=[O:15])[CH2:13][CH2:12][CH2:11][CH2:10][CH2:9]1.[CH2:17]([N:24]1[CH2:29][CH2:28][N:27]([CH2:30][CH2:31][CH2:32][CH2:33][NH2:34])[CH2:26][CH2:25]1)[C:18]1[CH:23]=[CH:22][CH:21]=[CH:20][CH:19]=1. The catalyst is ClCCl. The product is [CH2:17]([N:24]1[CH2:25][CH2:26][N:27]([CH2:30][CH2:31][CH2:32][CH2:33][NH:34][C:14]([CH:8]2[CH2:13][CH2:12][CH2:11][CH2:10][CH2:9]2)=[O:15])[CH2:28][CH2:29]1)[C:18]1[CH:19]=[CH:20][CH:21]=[CH:22][CH:23]=1. The yield is 0.620.